This data is from Forward reaction prediction with 1.9M reactions from USPTO patents (1976-2016). The task is: Predict the product of the given reaction. Given the reactants [C@@H:1]([NH:5][CH2:6][C:7]1[NH:8][C:9](=[O:17])[C:10]2[CH2:16][O:15][CH2:14][CH2:13][C:11]=2[N:12]=1)([CH2:3][CH3:4])[CH3:2].[F:18][C:19]1[CH:36]=[CH:35][C:22]([C:23]([CH:25]2[CH2:30][CH2:29][N:28]([CH2:31][C:32](O)=[O:33])[CH2:27][CH2:26]2)=[O:24])=[CH:21][CH:20]=1, predict the reaction product. The product is: [C@@H:1]([N:5]([CH2:6][C:7]1[NH:8][C:9](=[O:17])[C:10]2[CH2:16][O:15][CH2:14][CH2:13][C:11]=2[N:12]=1)[C:32](=[O:33])[CH2:31][N:28]1[CH2:29][CH2:30][CH:25]([C:23](=[O:24])[C:22]2[CH:21]=[CH:20][C:19]([F:18])=[CH:36][CH:35]=2)[CH2:26][CH2:27]1)([CH2:3][CH3:4])[CH3:2].